From a dataset of Forward reaction prediction with 1.9M reactions from USPTO patents (1976-2016). Predict the product of the given reaction. (1) Given the reactants COC1C=C([C:11](=O)[CH2:12][CH2:13][C:14]([N:16]2[CH2:21][CH2:20][N:19]3CCC[C@H:18]3[CH2:17]2)=O)C=CC=1OC.C(OC(N1CCCCC1C(O)=O)=O)(C)(C)C.[Cl:42][C:43]1[CH:55]=[CH:54][C:46]([C:47]([CH2:49][CH2:50][C:51]([OH:53])=O)=[O:48])=[CH:45][CH:44]=1, predict the reaction product. The product is: [Cl:42][C:43]1[CH:44]=[CH:45][C:46]([C:47](=[O:48])[CH2:49][CH2:50][C:51]([N:19]2[CH2:20][CH2:21][N:16]3[CH2:14][CH2:13][CH2:12][CH2:11][CH:17]3[CH2:18]2)=[O:53])=[CH:54][CH:55]=1. (2) Given the reactants [CH2:1]([N:6]=[C:7]=[O:8])[CH2:2][CH2:3][CH2:4][CH3:5].FC(F)(F)C(O)=O.[CH2:16]([O:23][C:24]1[CH:29]=[C:28]([O:30][CH2:31][C:32]2[CH:37]=[CH:36][CH:35]=[CH:34][CH:33]=2)[CH:27]=[CH:26][C:25]=1[CH:38]1[CH2:41][NH:40][CH2:39]1)[C:17]1[CH:22]=[CH:21][CH:20]=[CH:19][CH:18]=1, predict the reaction product. The product is: [CH2:1]([NH:6][C:7]([N:40]1[CH2:41][CH:38]([C:25]2[CH:26]=[CH:27][C:28]([O:30][CH2:31][C:32]3[CH:37]=[CH:36][CH:35]=[CH:34][CH:33]=3)=[CH:29][C:24]=2[O:23][CH2:16][C:17]2[CH:22]=[CH:21][CH:20]=[CH:19][CH:18]=2)[CH2:39]1)=[O:8])[CH2:2][CH2:3][CH2:4][CH3:5].